Dataset: Reaction yield outcomes from USPTO patents with 853,638 reactions. Task: Predict the reaction yield, written as a fraction of the theoretical maximum amount of product (1.0 means a 100% yield; for example, 0.34 means a 34% yield). (1) The reactants are C[O:2][C:3](=[O:22])[CH:4]([C:11]1[CH:16]=[CH:15][C:14]([S:17]([CH3:20])(=[O:19])=[O:18])=[C:13]([Cl:21])[CH:12]=1)[O:5][CH:6]1[CH2:10][CH2:9][CH2:8][CH2:7]1.[OH-].[K+]. The catalyst is C(O)C.O. The product is [Cl:21][C:13]1[CH:12]=[C:11]([CH:4]([O:5][CH:6]2[CH2:10][CH2:9][CH2:8][CH2:7]2)[C:3]([OH:22])=[O:2])[CH:16]=[CH:15][C:14]=1[S:17]([CH3:20])(=[O:19])=[O:18]. The yield is 0.960. (2) The yield is 0.0480. The catalyst is CN(C=O)C. The product is [F:20][C:19]([F:22])([F:21])[O:18][C:14]1[CH:13]=[C:12]([N:5]2[C:6]3[N:7]=[CH:8][CH:9]=[CH:10][C:11]=3[C:2]3[NH:38][N:39]=[C:24]([CH2:25][C:26]4[CH:31]=[CH:30][CH:29]=[C:28]([C:32]([F:34])([F:33])[F:35])[CH:27]=4)[C:3]=3[C:40]2=[O:43])[CH:17]=[CH:16][CH:15]=1. The reactants are O[C:2]1[C:11]2[C:6](=[N:7][CH:8]=[CH:9][CH:10]=2)[N:5]([C:12]2[CH:17]=[CH:16][CH:15]=[C:14]([O:18][C:19]([F:22])([F:21])[F:20])[CH:13]=2)C(=O)[C:3]=1[C:24](=O)[CH2:25][C:26]1[CH:31]=[CH:30][CH:29]=[C:28]([C:32]([F:35])([F:34])[F:33])[CH:27]=1.O.[NH2:38][NH2:39].[C:40](=[O:43])([O-])O.[Na+]. (3) The reactants are [CH3:1][C:2]1[NH:9][C:5]2[N:6]=[CH:7][S:8][C:4]=2[C:3]=1[CH2:10][C:11]1[CH:16]=[CH:15][CH:14]=[CH:13][C:12]=1[S:17]([N:20]1[CH2:24][CH2:23][CH2:22][CH2:21]1)(=[O:19])=[O:18].C(=O)([O-])[O-].[K+].[K+].Br[CH2:32][C:33]([O:35][CH2:36][CH3:37])=[O:34].[I-].[K+]. The catalyst is C(#N)C.CCOC(C)=O.O. The product is [CH3:1][C:2]1[N:9]([CH2:32][C:33]([O:35][CH2:36][CH3:37])=[O:34])[C:5]2[N:6]=[CH:7][S:8][C:4]=2[C:3]=1[CH2:10][C:11]1[CH:16]=[CH:15][CH:14]=[CH:13][C:12]=1[S:17]([N:20]1[CH2:24][CH2:23][CH2:22][CH2:21]1)(=[O:19])=[O:18]. The yield is 0.770. (4) The reactants are I[C:2]1[C:10]2[C:5](=[CH:6][C:7]([CH:11]3[C:13]4([C:21]5[C:16](=[CH:17][CH:18]=[C:19]([NH:22]C(=O)OC(C)(C)C)[CH:20]=5)[NH:15][C:14]4=[O:30])[CH2:12]3)=[CH:8][CH:9]=2)[NH:4][N:3]=1.[CH3:31][N:32]1[CH2:37][CH2:36][N:35]([C:38]2[CH:43]=[CH:42][C:41](B3OC(C)(C)C(C)(C)O3)=[CH:40][CH:39]=2)[CH2:34][CH2:33]1.C(O)(C(F)(F)F)=O. The catalyst is C(Cl)Cl. The product is [NH2:22][C:19]1[CH:20]=[C:21]2[C:16](=[CH:17][CH:18]=1)[NH:15][C:14](=[O:30])[C@:13]12[CH2:12][C@H:11]1[C:7]1[CH:6]=[C:5]2[C:10]([C:2]([C:41]3[CH:40]=[CH:39][C:38]([N:35]4[CH2:34][CH2:33][N:32]([CH3:31])[CH2:37][CH2:36]4)=[CH:43][CH:42]=3)=[N:3][NH:4]2)=[CH:9][CH:8]=1. The yield is 0.150. (5) The reactants are [N+:1]([C:4]1[CH:12]=[C:11]2[C:7]([CH:8]=[CH:9][NH:10]2)=[CH:6][CH:5]=1)([O-:3])=[O:2].[C:13]([O-])([O-])=O.[K+].[K+].CI.O. The catalyst is CN(C=O)C. The product is [CH3:13][N:10]1[C:11]2[C:7](=[CH:6][CH:5]=[C:4]([N+:1]([O-:3])=[O:2])[CH:12]=2)[CH:8]=[CH:9]1. The yield is 0.980. (6) The reactants are C(N(CC)CC)C.[CH3:8][O:9][C:10]1[C:15]([O:16][CH3:17])=[C:14]([O:18][CH3:19])[CH:13]=[C:12]([CH3:20])[C:11]=1[CH:21]([C:23]1[C:28]([C:29]([F:32])([F:31])[F:30])=[C:27]([Cl:33])[N:26]=[C:25](Cl)[C:24]=1[Cl:35])[OH:22]. The catalyst is CO.[C].[Pd]. The product is [CH3:8][O:9][C:10]1[C:15]([O:16][CH3:17])=[C:14]([O:18][CH3:19])[CH:13]=[C:12]([CH3:20])[C:11]=1[CH:21]([C:23]1[C:24]([Cl:35])=[CH:25][N:26]=[C:27]([Cl:33])[C:28]=1[C:29]([F:30])([F:32])[F:31])[OH:22]. The yield is 0.240. (7) The reactants are Cl.[Cl:2][CH2:3]/[CH:4]=[CH:5]\[CH2:6][NH2:7].C(N(CC)C(C)C)(C)C.[C:17](O[C:17]([O:19][C:20]([CH3:23])([CH3:22])[CH3:21])=[O:18])([O:19][C:20]([CH3:23])([CH3:22])[CH3:21])=[O:18].C(=O)(O)[O-].[Na+]. The catalyst is C1COCC1.O.C(OCC)C. The product is [C:20]([O:19][C:17](=[O:18])[NH:7][CH2:6]/[CH:5]=[CH:4]\[CH2:3][Cl:2])([CH3:23])([CH3:22])[CH3:21]. The yield is 0.900. (8) The catalyst is C1COCC1. The reactants are [C:1](#[N:3])[CH3:2].C([Li])CCC.Br[C:10]1[CH:15]=[CH:14][C:13]([CH3:16])=[CH:12][N:11]=1. The product is [CH3:16][C:13]1[CH:14]=[CH:15][C:10]([CH2:2][C:1]#[N:3])=[N:11][CH:12]=1. The yield is 0.800. (9) The reactants are [CH3:1][C:2]1([CH3:16])[CH2:7][O:6][CH:5]([C:8]2[CH:13]=[CH:12][CH:11]=[CH:10][CH:9]=2)[O:4][C@H:3]1[CH:14]=[CH2:15].[H-].C([Al+]CC(C)C)C(C)C. The catalyst is ClCCl. The product is [CH3:1][C:2]([CH3:16])([C@@H:3]([O:4][CH2:5][C:8]1[CH:9]=[CH:10][CH:11]=[CH:12][CH:13]=1)[CH:14]=[CH2:15])[CH2:7][OH:6]. The yield is 0.880. (10) The reactants are [CH2:1]([C@H:8]([C@H:15]([OH:22])[C:16]([O:18]C(C)C)=[O:17])[C:9]([O:11]C(C)C)=[O:10])[C:2]1[CH:7]=[CH:6][CH:5]=[CH:4][CH:3]=1.[OH-].[K+]. The catalyst is O. The product is [CH2:1]([C@H:8]([C@H:15]([OH:22])[C:16]([OH:18])=[O:17])[C:9]([OH:11])=[O:10])[C:2]1[CH:3]=[CH:4][CH:5]=[CH:6][CH:7]=1. The yield is 0.820.